Dataset: Catalyst prediction with 721,799 reactions and 888 catalyst types from USPTO. Task: Predict which catalyst facilitates the given reaction. (1) Reactant: CO[CH:3](OC)[C:4]1[CH:9]=[CH:8][N:7]=[C:6]([C:10]([F:13])([F:12])[F:11])[N:5]=1.Br.[NH2:17][C:18]1[CH:23]=[CH:22][CH:21]=[CH:20][CH:19]=1.[C:24]1([O:30][P:31]([O-:39])[O:32][C:33]2[CH:38]=[CH:37][CH:36]=[CH:35][CH:34]=2)[CH:29]=[CH:28][CH:27]=[CH:26][CH:25]=1. Product: [C:33]1([O:32][P:31]([CH:3]([NH:17][C:18]2[CH:23]=[CH:22][CH:21]=[CH:20][CH:19]=2)[C:4]2[CH:9]=[CH:8][N:7]=[C:6]([C:10]([F:11])([F:12])[F:13])[N:5]=2)(=[O:39])[O:30][C:24]2[CH:25]=[CH:26][CH:27]=[CH:28][CH:29]=2)[CH:38]=[CH:37][CH:36]=[CH:35][CH:34]=1. The catalyst class is: 6. (2) Reactant: [C:1]1([S:7]([N:10]2[CH2:18][C@H:17]([NH2:19])[CH2:16][C@H:11]2[C:12]([O:14][CH3:15])=[O:13])(=[O:9])=[O:8])[CH:6]=[CH:5][CH:4]=[CH:3][CH:2]=1.[C:20]([NH:27][CH2:28][CH2:29][CH2:30][CH2:31][CH2:32][C:33](O)=[O:34])([O:22][C:23]([CH3:26])([CH3:25])[CH3:24])=[O:21].CN(C(ON1N=NC2C=CC=NC1=2)=[N+](C)C)C.F[P-](F)(F)(F)(F)F.C(N(C(C)C)CC)(C)C. Product: [C:1]1([S:7]([N:10]2[CH2:18][C@H:17]([NH:19][C:33](=[O:34])[CH2:32][CH2:31][CH2:30][CH2:29][CH2:28][NH:27][C:20]([O:22][C:23]([CH3:25])([CH3:24])[CH3:26])=[O:21])[CH2:16][C@H:11]2[C:12]([O:14][CH3:15])=[O:13])(=[O:8])=[O:9])[CH:2]=[CH:3][CH:4]=[CH:5][CH:6]=1. The catalyst class is: 31. (3) Reactant: Cl.[N:2]1[CH:7]=[CH:6][N:5]=[C:4]2[CH2:8][NH:9][CH:10]([C:12]([OH:14])=[O:13])[CH2:11][C:3]=12.[OH-].[Na+].[C:17](O[C:17]([O:19][C:20]([CH3:23])([CH3:22])[CH3:21])=[O:18])([O:19][C:20]([CH3:23])([CH3:22])[CH3:21])=[O:18].Cl. Product: [C:20]([O:19][C:17]([N:9]1[CH:10]([C:12]([OH:14])=[O:13])[CH2:11][C:3]2[C:4](=[N:5][CH:6]=[CH:7][N:2]=2)[CH2:8]1)=[O:18])([CH3:23])([CH3:22])[CH3:21]. The catalyst class is: 38. (4) Reactant: [C:1]([O:5][C:6]([N:8]1[CH2:13][CH2:12][CH:11]([N:14]2[C:18]3[CH:19]=[CH:20][C:21]([C:23](=[NH:26])[NH:24][OH:25])=[CH:22][C:17]=3[NH:16][C:15]2=[O:27])[CH2:10][CH2:9]1)=[O:7])([CH3:4])([CH3:3])[CH3:2].N1C=CC=CC=1.C(C(CCCC)[CH2:37][O:38]C(Cl)=O)C. Product: [O:27]=[C:15]1[N:14]([CH:11]2[CH2:12][CH2:13][N:8]([C:6]([O:5][C:1]([CH3:4])([CH3:2])[CH3:3])=[O:7])[CH2:9][CH2:10]2)[C:18]2[CH:19]=[CH:20][C:21]([C:23]3[NH:26][C:37](=[O:38])[O:25][N:24]=3)=[CH:22][C:17]=2[NH:16]1. The catalyst class is: 42. (5) Reactant: [H-].[Na+].[CH3:3][O:4][CH2:5][CH2:6][OH:7].Br[C:9]1[N:14]=[C:13]([NH:15][CH2:16][C:17]2[C:22]([CH3:23])=[CH:21][CH:20]=[CH:19][C:18]=2[CH2:24][CH3:25])[C:12]([N+:26]([O-:28])=[O:27])=[C:11]([NH:29][CH3:30])[CH:10]=1. Product: [CH2:24]([C:18]1[CH:19]=[CH:20][CH:21]=[C:22]([CH3:23])[C:17]=1[CH2:16][NH:15][C:13]1[C:12]([N+:26]([O-:28])=[O:27])=[C:11]([NH:29][CH3:30])[CH:10]=[C:9]([O:7][CH2:6][CH2:5][O:4][CH3:3])[N:14]=1)[CH3:25]. The catalyst class is: 6. (6) Reactant: C([O:3][C:4]([C:6]1([NH:17][C:18](=[O:30])[C:19]2[CH:24]=[CH:23][CH:22]=[C:21]([CH3:25])[C:20]=2[O:26][CH:27]([CH3:29])[CH3:28])[CH2:14][C:13]2[C:8](=[CH:9][CH:10]=[C:11]([O:15][CH3:16])[CH:12]=2)[CH2:7]1)=[O:5])C.[OH-].[K+].O. Product: [CH:27]([O:26][C:20]1[C:21]([CH3:25])=[CH:22][CH:23]=[CH:24][C:19]=1[C:18]([NH:17][C:6]1([C:4]([OH:5])=[O:3])[CH2:14][C:13]2[C:8](=[CH:9][CH:10]=[C:11]([O:15][CH3:16])[CH:12]=2)[CH2:7]1)=[O:30])([CH3:29])[CH3:28]. The catalyst class is: 14. (7) Reactant: N1C=CC=C(C[C:8]([O:10][CH2:11][CH3:12])=[O:9])C=1.[CH3:13][N:14](P(N(C)C)(N(C)C)=O)[CH3:15].C[Si]([N-][Si](C)(C)C)(C)C.[K+].[F:34][CH:35]([F:56])[O:36][C:37]1[CH:38]=[C:39]([CH:47]([C:49]2[CH:50]=[CH:51][C:52]([Br:55])=[N:53][CH:54]=2)Cl)[CH:40]=[CH:41][C:42]=1[O:43][CH:44]([F:46])[F:45]. Product: [C:8]([C:47]([C:39]1[CH:40]=[CH:41][C:42]([O:43][CH:44]([F:46])[F:45])=[C:37]([O:36][CH:35]([F:56])[F:34])[CH:38]=1)([C:49]1[CH:50]=[CH:51][C:52]([Br:55])=[N:53][CH:54]=1)[CH2:41][C:42]1[CH:13]=[N:14][CH:15]=[CH:38][CH:37]=1)([O:10][CH2:11][CH3:12])=[O:9]. The catalyst class is: 247. (8) Product: [NH2:29][C:26]1[CH:27]=[CH:28][C:6]2[O:5][C@:4]([CH:3]([O:33][CH3:34])[O:2][CH3:1])([CH3:32])[C@H:9]([OH:10])[C@@H:8]([N:11]([C:18]3[CH:19]=[CH:20][C:21]([Cl:24])=[CH:22][CH:23]=3)[CH2:12][C:13]3[NH:14][CH:15]=[CH:16][N:17]=3)[C:7]=2[CH:25]=1. Reactant: [CH3:1][O:2][CH:3]([O:33][CH3:34])[C@@:4]1([CH3:32])[C@H:9]([OH:10])[C@@H:8]([N:11]([C:18]2[CH:23]=[CH:22][C:21]([Cl:24])=[CH:20][CH:19]=2)[CH2:12][C:13]2[NH:14][CH:15]=[CH:16][N:17]=2)[C:7]2[CH:25]=[C:26]([N+:29]([O-])=O)[CH:27]=[CH:28][C:6]=2[O:5]1. The catalyst class is: 19.